This data is from Full USPTO retrosynthesis dataset with 1.9M reactions from patents (1976-2016). The task is: Predict the reactants needed to synthesize the given product. Given the product [NH2:1][C:2]1[N:3]=[C:4]([Cl:42])[C:5]2[C:10]([CH3:11])=[CH:9][N:8]([C@@H:12]3[O:32][C@H:31]([CH2:33][OH:34])[C@@H:22]([OH:23])[C@@H:13]3[OH:14])[C:6]=2[N:7]=1, predict the reactants needed to synthesize it. The reactants are: [NH2:1][C:2]1[N:3]=[C:4]([Cl:42])[C:5]2[C:10]([CH3:11])=[CH:9][N:8]([C@@H:12]3[O:32][C@H:31]([CH2:33][O:34]CC4C=CC=CC=4)[C@@H:22]([O:23]CC4C=CC=CC=4)[C@@H:13]3[O:14]CC3C=CC=CC=3)[C:6]=2[N:7]=1.B(Cl)(Cl)Cl.